Dataset: Full USPTO retrosynthesis dataset with 1.9M reactions from patents (1976-2016). Task: Predict the reactants needed to synthesize the given product. (1) Given the product [Cl:22][C:23]1[CH:28]=[CH:27][C:26]([C:32]#[N:33])=[C:25]([C:2]2[CH:7]=[CH:6][N:5]([CH:8]([CH2:14][C:15]3[CH:20]=[CH:19][CH:18]=[CH:17][CH:16]=3)[C:9]([O:11][CH2:12][CH3:13])=[O:10])[C:4](=[O:21])[CH:3]=2)[CH:24]=1, predict the reactants needed to synthesize it. The reactants are: Br[C:2]1[CH:7]=[CH:6][N:5]([CH:8]([CH2:14][C:15]2[CH:20]=[CH:19][CH:18]=[CH:17][CH:16]=2)[C:9]([O:11][CH2:12][CH3:13])=[O:10])[C:4](=[O:21])[CH:3]=1.[Cl:22][C:23]1[CH:24]=[CH:25][C:26]([C:32]#[N:33])=[C:27](B(O)O)[CH:28]=1. (2) Given the product [CH2:14]([S:11]([C:8]([C:6]1[CH:7]=[C:2]([B:16]([OH:20])[OH:17])[CH:3]=[N:4][CH:5]=1)([CH3:10])[CH3:9])(=[O:13])=[O:12])[CH3:15], predict the reactants needed to synthesize it. The reactants are: Br[C:2]1[CH:3]=[N:4][CH:5]=[C:6]([C:8]([S:11]([CH2:14][CH3:15])(=[O:13])=[O:12])([CH3:10])[CH3:9])[CH:7]=1.[B:16]1(B2OC(C)(C)C(C)(C)O2)[O:20]C(C)(C)C(C)(C)[O:17]1.C1(P(C2CCCCC2)C2CCCCC2)CCCCC1.C([O-])(=O)C.[K+]. (3) Given the product [Cl:1][C:2]1[C:3]([C:10]2[N:14]([CH3:15])[C:13]3[CH:16]=[CH:17][CH:18]=[CH:19][C:12]=3[N:11]=2)=[N:4][C:5]([S:22]([CH3:34])(=[O:24])=[O:21])=[N:6][CH:7]=1, predict the reactants needed to synthesize it. The reactants are: [Cl:1][C:2]1[C:3]([C:10]2[N:14]([CH3:15])[C:13]3[CH:16]=[CH:17][CH:18]=[CH:19][C:12]=3[N:11]=2)=[N:4][C:5](SC)=[N:6][CH:7]=1.O[O:21][S:22]([O-:24])=O.[K+].S([O-])(O[O-])(=O)=O.[K+].[K+].[CH3:34]COC(C)=O. (4) Given the product [NH2:24][C:22]1[CH:21]=[N:20][C:18]2[N:19]=[C:14]([N:12]3[CH2:13][CH:10]([N:2]([CH3:1])[C:3](=[O:9])[O:4][C:5]([CH3:7])([CH3:8])[CH3:6])[CH2:11]3)[C:15]3[N:16]([CH:27]=[N:28][N:29]=3)[C:17]=2[CH:23]=1, predict the reactants needed to synthesize it. The reactants are: [CH3:1][N:2]([CH:10]1[CH2:13][N:12]([C:14]2[C:15]3[N:16]([CH:27]=[N:28][N:29]=3)[C:17]3[CH:23]=[C:22]([N+:24]([O-])=O)[CH:21]=[N:20][C:18]=3[N:19]=2)[CH2:11]1)[C:3](=[O:9])[O:4][C:5]([CH3:8])([CH3:7])[CH3:6].[H][H]. (5) Given the product [CH3:2][CH2:1][O:3][C:4]([C:6]1[N:15]([C:16]([O:18][C:19]([CH3:22])([CH3:21])[CH3:20])=[O:17])[C:9]2=[N:10][CH:11]=[C:12]([CH3:14])[CH:13]=[C:8]2[CH:7]=1)=[O:5], predict the reactants needed to synthesize it. The reactants are: [CH2:1]([O:3][C:4]([C:6]1[NH:15][C:9]2=[N:10][CH:11]=[C:12]([CH3:14])[CH:13]=[C:8]2[CH:7]=1)=[O:5])[CH3:2].[C:16](O[C:16]([O:18][C:19]([CH3:22])([CH3:21])[CH3:20])=[O:17])([O:18][C:19]([CH3:22])([CH3:21])[CH3:20])=[O:17]. (6) Given the product [ClH:22].[CH3:2][O:3][C:4](=[O:25])[C@H:5]([CH2:7][C:8]1[CH:9]=[CH:10][C:11]([NH:14][C:15](=[O:24])[C:16]2[C:17]([Cl:23])=[CH:18][CH:19]=[CH:20][C:21]=2[Cl:22])=[C:12]([Br:26])[CH:13]=1)[NH2:6], predict the reactants needed to synthesize it. The reactants are: Cl.[CH3:2][O:3][C:4](=[O:25])[C@H:5]([CH2:7][C:8]1[CH:13]=[CH:12][C:11]([NH:14][C:15](=[O:24])[C:16]2[C:21]([Cl:22])=[CH:20][CH:19]=[CH:18][C:17]=2[Cl:23])=[CH:10][CH:9]=1)[NH2:6].[Br:26]Br. (7) Given the product [CH3:14][N:15]([CH3:32])[C:16]1([C:26]2[CH:27]=[CH:28][CH:29]=[CH:30][CH:31]=2)[CH2:17][CH2:18][C:19]2([CH2:23][CH2:22][N:21]([C:8](=[O:12])[CH2:9][CH2:10][CH3:11])[CH2:20]2)[CH2:24][CH2:25]1, predict the reactants needed to synthesize it. The reactants are: C(N(CC)CC)C.[C:8](Cl)(=[O:12])[CH2:9][CH2:10][CH3:11].[CH3:14][N:15]([CH3:32])[C:16]1([C:26]2[CH:31]=[CH:30][CH:29]=[CH:28][CH:27]=2)[CH2:25][CH2:24][C:19]2([CH2:23][CH2:22][NH:21][CH2:20]2)[CH2:18][CH2:17]1. (8) Given the product [CH3:1][O:2][C:3](=[O:32])[CH2:4][C@@H:5]1[C:10](=[O:11])[CH2:9][CH2:8][N:7]([C:12]([O:14][CH2:15][C:16]2[CH:21]=[CH:20][CH:19]=[CH:18][CH:17]=2)=[O:13])[C@H:6]1[C:22]1[CH:23]=[CH:24][C:25]([C:28]([F:31])([F:29])[F:30])=[CH:26][CH:27]=1, predict the reactants needed to synthesize it. The reactants are: [CH3:1][O:2][C:3](=[O:32])[CH2:4][C@@H:5]1[C:10](=[O:11])[CH:9]=[CH:8][N:7]([C:12]([O:14][CH2:15][C:16]2[CH:21]=[CH:20][CH:19]=[CH:18][CH:17]=2)=[O:13])[C@H:6]1[C:22]1[CH:27]=[CH:26][C:25]([C:28]([F:31])([F:30])[F:29])=[CH:24][CH:23]=1.CCC(C)[BH-](C(C)CC)C(C)CC.[Li+].